From a dataset of Peptide-MHC class II binding affinity with 134,281 pairs from IEDB. Regression. Given a peptide amino acid sequence and an MHC pseudo amino acid sequence, predict their binding affinity value. This is MHC class II binding data. (1) The peptide sequence is ANPLSNPFYMDDR. The MHC is HLA-DPA10201-DPB10501 with pseudo-sequence HLA-DPA10201-DPB10501. The binding affinity (normalized) is 0. (2) The MHC is DRB3_0301 with pseudo-sequence DRB3_0301. The binding affinity (normalized) is 0.355. The peptide sequence is NPRLCTKEEFIAKVR. (3) The peptide sequence is YDKFLANVSTVLYGK. The MHC is DRB1_1001 with pseudo-sequence DRB1_1001. The binding affinity (normalized) is 0.666. (4) The peptide sequence is QQLLFIHFRIGCRHSRIG. The MHC is HLA-DPA10201-DPB10101 with pseudo-sequence HLA-DPA10201-DPB10101. The binding affinity (normalized) is 0.440. (5) The peptide sequence is VVAPQLPADLMIRII. The MHC is DRB1_0901 with pseudo-sequence DRB1_0901. The binding affinity (normalized) is 0.205. (6) The peptide sequence is SKFMQEINIEEQEYQ. The MHC is DRB1_0802 with pseudo-sequence DRB1_0802. The binding affinity (normalized) is 0. (7) The peptide sequence is EFESLFKCLSHISLS. The MHC is DRB1_0701 with pseudo-sequence DRB1_0701. The binding affinity (normalized) is 0.769. (8) The peptide sequence is QAGNNLMMIEQYPYV. The MHC is DRB1_1501 with pseudo-sequence DRB1_1501. The binding affinity (normalized) is 0.622. (9) The peptide sequence is SSYIVDSVAVKNGAL. The MHC is DRB1_0101 with pseudo-sequence DRB1_0101. The binding affinity (normalized) is 0.624. (10) The peptide sequence is SQDLELSWNLTGLQAY. The MHC is HLA-DQA10301-DQB10302 with pseudo-sequence HLA-DQA10301-DQB10302. The binding affinity (normalized) is 0.587.